From a dataset of Full USPTO retrosynthesis dataset with 1.9M reactions from patents (1976-2016). Predict the reactants needed to synthesize the given product. (1) Given the product [N+:39]([C:36]1[S:35][C:34]([CH:32]([O:31][C:29]([NH:28][C:27]2[CH:42]=[CH:43][N:23]([C@@H:11]3[O:12][C@H:13]([CH2:14][OH:15])[C@@H:9]([OH:8])[C:10]3([F:45])[F:44])[C:24](=[O:25])[N:26]=2)=[O:30])[CH3:33])=[CH:38][CH:37]=1)([O-:41])=[O:40], predict the reactants needed to synthesize it. The reactants are: C(OC([O:8][C@@H:9]1[C@@H:13]([CH2:14][O:15]C(OC(C)(C)C)=O)[O:12][C@@H:11]([N:23]2[CH:43]=[CH:42][C:27]([NH:28][C:29]([O:31][CH:32]([C:34]3[S:35][C:36]([N+:39]([O-:41])=[O:40])=[CH:37][CH:38]=3)[CH3:33])=[O:30])=[N:26][C:24]2=[O:25])[C:10]1([F:45])[F:44])=O)(C)(C)C.C(O)(C(F)(F)F)=O. (2) Given the product [O:24]=[C:15]1[C:16]2([CH2:19][CH2:20][O:21][CH2:22][CH2:23]2)[CH2:17][CH2:18][N:14]1[C:11]1[CH:10]=[CH:9][C:8]([C@@H:5]2[CH2:4][CH2:3][C@H:2]([O:1][S:33]([CH3:32])(=[O:35])=[O:34])[CH2:7][CH2:6]2)=[CH:13][CH:12]=1, predict the reactants needed to synthesize it. The reactants are: [OH:1][C@@H:2]1[CH2:7][CH2:6][C@H:5]([C:8]2[CH:13]=[CH:12][C:11]([N:14]3[CH2:18][CH2:17][C:16]4([CH2:23][CH2:22][O:21][CH2:20][CH2:19]4)[C:15]3=[O:24])=[CH:10][CH:9]=2)[CH2:4][CH2:3]1.CCN(CC)CC.[CH3:32][S:33](Cl)(=[O:35])=[O:34].CCOC(C)=O. (3) Given the product [C:1]1([C:30]2[CH:31]=[CH:32][CH:33]=[CH:34][CH:35]=2)[CH:2]=[CH:3][C:4]([C:7]2[C:28]([Cl:29])=[CH:27][C:10]3[NH:11][C:12]([O:14][CH2:15][CH:16]4[CH2:18][CH:17]4[C:19]([OH:21])=[O:20])=[N:13][C:9]=3[CH:8]=2)=[CH:5][CH:6]=1, predict the reactants needed to synthesize it. The reactants are: [C:1]1([C:30]2[CH:35]=[CH:34][CH:33]=[CH:32][CH:31]=2)[CH:6]=[CH:5][C:4]([C:7]2[C:28]([Cl:29])=[CH:27][C:10]3[N:11](CC=C)[C:12]([O:14][CH2:15][CH:16]4[CH2:18][CH:17]4[C:19]([O:21]CC)=[O:20])=[N:13][C:9]=3[CH:8]=2)=[CH:3][CH:2]=1.CN1C(=O)CC(=O)N(C)C1=O. (4) Given the product [Cl:17][C:18]1[C:23]2[CH:24]=[C:25]([CH2:27][CH:28]3[CH2:29][N:30]([CH3:34])[CH2:31][CH2:32][N:33]3[C:14]([C:9]3[N:10]=[C:11]([CH3:13])[S:12][C:8]=3[C:5]3[CH:6]=[CH:7][C:2]([F:1])=[CH:3][CH:4]=3)=[O:15])[O:26][C:22]=2[CH:21]=[C:20]([Cl:35])[CH:19]=1, predict the reactants needed to synthesize it. The reactants are: [F:1][C:2]1[CH:7]=[CH:6][C:5]([C:8]2[S:12][C:11]([CH3:13])=[N:10][C:9]=2[C:14](Cl)=[O:15])=[CH:4][CH:3]=1.[Cl:17][C:18]1[C:23]2[CH:24]=[C:25]([CH2:27][CH:28]3[NH:33][CH2:32][CH2:31][N:30]([CH3:34])[CH2:29]3)[O:26][C:22]=2[CH:21]=[C:20]([Cl:35])[CH:19]=1.